This data is from Forward reaction prediction with 1.9M reactions from USPTO patents (1976-2016). The task is: Predict the product of the given reaction. The product is: [Si:18]([O:8][CH:4]1[CH2:5][CH2:6][CH2:7][CH:2]([NH2:1])[CH2:3]1)([C:15]([CH3:17])([CH3:16])[CH3:14])([CH3:20])[CH3:19]. Given the reactants [NH2:1][CH:2]1[CH2:7][CH2:6][CH2:5][CH:4]([OH:8])[CH2:3]1.N1C=CN=C1.[CH3:14][C:15]([Si:18](Cl)([CH3:20])[CH3:19])([CH3:17])[CH3:16], predict the reaction product.